Dataset: Catalyst prediction with 721,799 reactions and 888 catalyst types from USPTO. Task: Predict which catalyst facilitates the given reaction. (1) The catalyst class is: 3. Reactant: [F:1][C:2]1[CH:7]=[C:6]([O:8][C@H:9]2[CH2:13][CH2:12][CH2:11][C@@H:10]2[C:14]2[N:18]([CH3:19])[N:17]=[CH:16][CH:15]=2)[CH:5]=[C:4]([F:20])[C:3]=1[S:21]([NH2:24])(=[O:23])=[O:22].[F:25][C:26]1[N:31]=[C:30](F)[CH:29]=[CH:28][N:27]=1.C(=O)([O-])[O-].[K+].[K+].O. Product: [F:20][C:4]1[CH:5]=[C:6]([O:8][C@H:9]2[CH2:13][CH2:12][CH2:11][C@@H:10]2[C:14]2[N:18]([CH3:19])[N:17]=[CH:16][CH:15]=2)[CH:7]=[C:2]([F:1])[C:3]=1[S:21]([NH:24][C:28]1[CH:29]=[CH:30][N:31]=[C:26]([F:25])[N:27]=1)(=[O:23])=[O:22]. (2) Reactant: [Si]([O:8][CH2:9][C@@H:10]([CH3:22])[CH2:11][N:12]1[C:20]2[C:15](=[CH:16][C:17]([CH3:21])=[CH:18][CH:19]=2)[CH:14]=[N:13]1)(C(C)(C)C)(C)C.CCCC[N+](CCCC)(CCCC)CCCC.[F-]. Product: [CH3:22][C@@H:10]([CH2:11][N:12]1[C:20]2[C:15](=[CH:16][C:17]([CH3:21])=[CH:18][CH:19]=2)[CH:14]=[N:13]1)[CH2:9][OH:8]. The catalyst class is: 1. (3) Reactant: C[O:2][C:3]([C:5]1[NH:6][CH:7]=[N:8][CH:9]=1)=[O:4].C(N(CC)CC)C.Cl[C:18]([C:31]1[CH:36]=[CH:35][CH:34]=[CH:33][CH:32]=1)([C:25]1[CH:30]=[CH:29][CH:28]=[CH:27][CH:26]=1)[C:19]1[CH:24]=[CH:23][CH:22]=[CH:21][CH:20]=1.[OH-].[Li+].Cl. Product: [C:18]([N:8]1[CH:9]=[C:5]([C:3]([OH:2])=[O:4])[N:6]=[CH:7]1)([C:19]1[CH:24]=[CH:23][CH:22]=[CH:21][CH:20]=1)([C:31]1[CH:32]=[CH:33][CH:34]=[CH:35][CH:36]=1)[C:25]1[CH:26]=[CH:27][CH:28]=[CH:29][CH:30]=1. The catalyst class is: 34. (4) Reactant: B1([O-])OO1.[OH2:5].O.O.O.[Na+].[CH3:10][O:11][C:12]1[CH:17]=[CH:16][C:15](B2OC(C)(C)C(C)(C)O2)=[CH:14][N:13]=1. Product: [CH3:10][O:11][C:12]1[N:13]=[CH:14][C:15]([OH:5])=[CH:16][CH:17]=1. The catalyst class is: 90. (5) Reactant: [CH2:1]=[C:2]1[CH2:5][CH:4]([C:6](=O)[CH2:7][C:8](=O)[C:9]([O:11][CH2:12][CH3:13])=[O:10])[CH2:3]1.Cl.[CH:17]([NH:20][NH2:21])([CH3:19])[CH3:18]. Product: [CH:17]([N:20]1[C:6]([CH:4]2[CH2:5][C:2](=[CH2:1])[CH2:3]2)=[CH:7][C:8]([C:9]([O:11][CH2:12][CH3:13])=[O:10])=[N:21]1)([CH3:19])[CH3:18]. The catalyst class is: 14. (6) Reactant: [CH:1]1([CH2:6][C@@H:7]([C:19]([NH:21][NH:22][C:23]2[C:28]([F:29])=[C:27]([N:30]3[CH2:35][CH2:34][N:33]([CH3:36])[CH2:32][CH2:31]3)[N:26]=[C:25]([S:37][CH3:38])[N:24]=2)=[O:20])[CH2:8][N:9]([O:12]C2CCCCO2)[CH:10]=[O:11])[CH2:5][CH2:4][CH2:3][CH2:2]1. Product: [CH:1]1([CH2:6][C@@H:7]([C:19]([NH:21][NH:22][C:23]2[C:28]([F:29])=[C:27]([N:30]3[CH2:31][CH2:32][N:33]([CH3:36])[CH2:34][CH2:35]3)[N:26]=[C:25]([S:37][CH3:38])[N:24]=2)=[O:20])[CH2:8][N:9]([OH:12])[CH:10]=[O:11])[CH2:5][CH2:4][CH2:3][CH2:2]1. The catalyst class is: 86. (7) Reactant: C([O:3][C:4]([C:6]1[S:10][C:9]([NH:11][C:12]2[CH:17]=[CH:16][C:15]([Cl:18])=[CH:14][CH:13]=2)=[N:8][CH:7]=1)=[O:5])C.[OH-].[K+]. Product: [Cl:18][C:15]1[CH:14]=[CH:13][C:12]([NH:11][C:9]2[S:10][C:6]([C:4]([OH:5])=[O:3])=[CH:7][N:8]=2)=[CH:17][CH:16]=1. The catalyst class is: 36. (8) Product: [Cl:1][C:2]1[C:3](/[C:9](=[N:24]\[O:25][CH:26]([CH3:28])[CH3:27])/[CH2:10][NH:11][C:12](=[O:23])[C:13]2[CH:18]=[CH:17][CH:16]=[CH:15][C:14]=2[C:19]([F:21])([F:20])[F:22])=[N:4][CH:5]=[C:6]([Cl:8])[CH:7]=1. The catalyst class is: 10. Reactant: [Cl:1][C:2]1[C:3](/[C:9](=[N:24]/[O:25][CH:26]([CH3:28])[CH3:27])/[CH2:10][NH:11][C:12](=[O:23])[C:13]2[CH:18]=[CH:17][CH:16]=[CH:15][C:14]=2[C:19]([F:22])([F:21])[F:20])=[N:4][CH:5]=[C:6]([Cl:8])[CH:7]=1.C(C1C=CC=CC=1)(=O)C1C=CC=CC=1. (9) Reactant: [O:1]1[C:10]2[C:5](=[CH:6][CH:7]=[CH:8][CH:9]=2)[C:4](=[CH:11][C:12]#[N:13])[CH2:3][CH2:2]1. Product: [O:1]1[C:10]2[C:5](=[CH:6][CH:7]=[CH:8][CH:9]=2)[CH:4]([CH2:11][C:12]#[N:13])[CH2:3][CH2:2]1. The catalyst class is: 29.